Dataset: NCI-60 drug combinations with 297,098 pairs across 59 cell lines. Task: Regression. Given two drug SMILES strings and cell line genomic features, predict the synergy score measuring deviation from expected non-interaction effect. (1) Drug 1: CS(=O)(=O)OCCCCOS(=O)(=O)C. Drug 2: CC1C(C(CC(O1)OC2CC(CC3=C2C(=C4C(=C3O)C(=O)C5=C(C4=O)C(=CC=C5)OC)O)(C(=O)CO)O)N)O.Cl. Cell line: TK-10. Synergy scores: CSS=35.9, Synergy_ZIP=1.40, Synergy_Bliss=0.621, Synergy_Loewe=-23.4, Synergy_HSA=1.43. (2) Drug 1: CC1C(C(CC(O1)OC2CC(OC(C2O)C)OC3=CC4=CC5=C(C(=O)C(C(C5)C(C(=O)C(C(C)O)O)OC)OC6CC(C(C(O6)C)O)OC7CC(C(C(O7)C)O)OC8CC(C(C(O8)C)O)(C)O)C(=C4C(=C3C)O)O)O)O. Drug 2: C(=O)(N)NO. Cell line: HL-60(TB). Synergy scores: CSS=28.8, Synergy_ZIP=20.0, Synergy_Bliss=24.2, Synergy_Loewe=-53.7, Synergy_HSA=-0.634.